Regression. Given two drug SMILES strings and cell line genomic features, predict the synergy score measuring deviation from expected non-interaction effect. From a dataset of NCI-60 drug combinations with 297,098 pairs across 59 cell lines. (1) Drug 1: CC1=CC2C(CCC3(C2CCC3(C(=O)C)OC(=O)C)C)C4(C1=CC(=O)CC4)C. Drug 2: C1=NC2=C(N1)C(=S)N=C(N2)N. Cell line: DU-145. Synergy scores: CSS=33.0, Synergy_ZIP=1.23, Synergy_Bliss=0.491, Synergy_Loewe=-20.8, Synergy_HSA=-1.17. (2) Drug 1: CN(CC1=CN=C2C(=N1)C(=NC(=N2)N)N)C3=CC=C(C=C3)C(=O)NC(CCC(=O)O)C(=O)O. Drug 2: C1CCC(C(C1)N)N.C(=O)(C(=O)[O-])[O-].[Pt+4]. Cell line: HL-60(TB). Synergy scores: CSS=71.5, Synergy_ZIP=-0.230, Synergy_Bliss=-1.07, Synergy_Loewe=-2.84, Synergy_HSA=2.45. (3) Drug 1: C1CN1P(=S)(N2CC2)N3CC3. Drug 2: CC(C)(C#N)C1=CC(=CC(=C1)CN2C=NC=N2)C(C)(C)C#N. Cell line: BT-549. Synergy scores: CSS=14.0, Synergy_ZIP=-2.88, Synergy_Bliss=0.396, Synergy_Loewe=1.91, Synergy_HSA=0.803. (4) Cell line: 786-0. Synergy scores: CSS=41.2, Synergy_ZIP=-1.30, Synergy_Bliss=0.496, Synergy_Loewe=-9.88, Synergy_HSA=1.48. Drug 1: CC12CCC(CC1=CCC3C2CCC4(C3CC=C4C5=CN=CC=C5)C)O. Drug 2: CCC1(C2=C(COC1=O)C(=O)N3CC4=CC5=C(C=CC(=C5CN(C)C)O)N=C4C3=C2)O.Cl. (5) Drug 1: CCN(CC)CCNC(=O)C1=C(NC(=C1C)C=C2C3=C(C=CC(=C3)F)NC2=O)C. Drug 2: CN(CC1=CN=C2C(=N1)C(=NC(=N2)N)N)C3=CC=C(C=C3)C(=O)NC(CCC(=O)O)C(=O)O. Cell line: UACC62. Synergy scores: CSS=36.4, Synergy_ZIP=-4.62, Synergy_Bliss=-3.39, Synergy_Loewe=-31.1, Synergy_HSA=-0.405. (6) Cell line: RPMI-8226. Drug 1: CCCS(=O)(=O)NC1=C(C(=C(C=C1)F)C(=O)C2=CNC3=C2C=C(C=N3)C4=CC=C(C=C4)Cl)F. Synergy scores: CSS=-14.4, Synergy_ZIP=-0.856, Synergy_Bliss=-6.64, Synergy_Loewe=-10.9, Synergy_HSA=-10.9. Drug 2: CN(C(=O)NC(C=O)C(C(C(CO)O)O)O)N=O. (7) Synergy scores: CSS=6.99, Synergy_ZIP=0.942, Synergy_Bliss=4.90, Synergy_Loewe=4.05, Synergy_HSA=3.53. Drug 1: CC(C1=C(C=CC(=C1Cl)F)Cl)OC2=C(N=CC(=C2)C3=CN(N=C3)C4CCNCC4)N. Cell line: MALME-3M. Drug 2: CCCCC(=O)OCC(=O)C1(CC(C2=C(C1)C(=C3C(=C2O)C(=O)C4=C(C3=O)C=CC=C4OC)O)OC5CC(C(C(O5)C)O)NC(=O)C(F)(F)F)O.